From a dataset of Reaction yield outcomes from USPTO patents with 853,638 reactions. Predict the reaction yield, written as a fraction of the theoretical maximum amount of product (1.0 means a 100% yield; for example, 0.34 means a 34% yield). (1) The reactants are [CH3:1][C:2]1[CH:3]=[C:4]([S:15](Cl)(=[O:17])=[O:16])[CH:5]=[CH:6][C:7]=1[NH:8][C:9](=[O:14])[C:10]([F:13])([F:12])[F:11].[NH2:19][C:20]1[S:21][CH:22]=[CH:23][N:24]=1. The catalyst is N1C=CC=CC=1. The product is [F:11][C:10]([F:13])([F:12])[C:9]([NH:8][C:7]1[CH:6]=[CH:5][C:4]([S:15](=[O:17])(=[O:16])[NH:19][C:20]2[S:21][CH:22]=[CH:23][N:24]=2)=[CH:3][C:2]=1[CH3:1])=[O:14]. The yield is 0.760. (2) The reactants are C([N:8]1[CH2:20][CH2:19][C:11]2([O:16][C@@H:15]([CH3:17])[CH2:14][C@H:13]([CH3:18])[O:12]2)[C@H:10]([CH3:21])[CH2:9]1)C1C=CC=CC=1.[H][H]. The catalyst is CO.[OH-].[Pd+2].[OH-]. The product is [CH3:17][C@H:15]1[CH2:14][C@H:13]([CH3:18])[O:12][C:11]2([CH2:19][CH2:20][NH:8][CH2:9][C@H:10]2[CH3:21])[O:16]1. The yield is 0.980.